Predict the reactants needed to synthesize the given product. From a dataset of Full USPTO retrosynthesis dataset with 1.9M reactions from patents (1976-2016). Given the product [NH2:8][C:9]1[CH:16]=[CH:15][CH:14]=[C:13]([C:5]#[C:4][CH2:3][Si:2]([CH3:7])([CH3:6])[CH3:1])[C:10]=1[C:11]#[N:12], predict the reactants needed to synthesize it. The reactants are: [CH3:1][Si:2]([CH3:7])([CH3:6])[CH2:3][C:4]#[CH:5].[NH2:8][C:9]1[CH:16]=[CH:15][CH:14]=[C:13](Br)[C:10]=1[C:11]#[N:12].